From a dataset of NCI-60 drug combinations with 297,098 pairs across 59 cell lines. Regression. Given two drug SMILES strings and cell line genomic features, predict the synergy score measuring deviation from expected non-interaction effect. (1) Drug 1: CC(CN1CC(=O)NC(=O)C1)N2CC(=O)NC(=O)C2. Drug 2: C1CCC(C(C1)N)N.C(=O)(C(=O)[O-])[O-].[Pt+4]. Cell line: SW-620. Synergy scores: CSS=60.8, Synergy_ZIP=1.58, Synergy_Bliss=3.28, Synergy_Loewe=5.62, Synergy_HSA=8.92. (2) Cell line: SF-295. Synergy scores: CSS=5.47, Synergy_ZIP=-1.58, Synergy_Bliss=-0.233, Synergy_Loewe=0.503, Synergy_HSA=0.247. Drug 1: CS(=O)(=O)C1=CC(=C(C=C1)C(=O)NC2=CC(=C(C=C2)Cl)C3=CC=CC=N3)Cl. Drug 2: N.N.Cl[Pt+2]Cl. (3) Drug 1: CC1=C(C=C(C=C1)NC2=NC=CC(=N2)N(C)C3=CC4=NN(C(=C4C=C3)C)C)S(=O)(=O)N.Cl. Drug 2: C1CC(C1)(C(=O)O)C(=O)O.[NH2-].[NH2-].[Pt+2]. Cell line: HCT-15. Synergy scores: CSS=9.98, Synergy_ZIP=-0.860, Synergy_Bliss=0.822, Synergy_Loewe=-2.04, Synergy_HSA=-2.09. (4) Drug 1: CC1=C(C=C(C=C1)NC2=NC=CC(=N2)N(C)C3=CC4=NN(C(=C4C=C3)C)C)S(=O)(=O)N.Cl. Drug 2: C1CCN(CC1)CCOC2=CC=C(C=C2)C(=O)C3=C(SC4=C3C=CC(=C4)O)C5=CC=C(C=C5)O. Cell line: SF-295. Synergy scores: CSS=2.68, Synergy_ZIP=-1.09, Synergy_Bliss=-0.0253, Synergy_Loewe=-0.295, Synergy_HSA=-0.194.